Dataset: Reaction yield outcomes from USPTO patents with 853,638 reactions. Task: Predict the reaction yield, written as a fraction of the theoretical maximum amount of product (1.0 means a 100% yield; for example, 0.34 means a 34% yield). (1) The reactants are [CH3:1][C:2]1[CH:3]=[C:4]2[C:9](=[CH:10][CH:11]=1)[NH:8][C:7](=[O:12])[C:6]([C:13]#[N:14])=[C:5]2[N:15]1[CH2:20][CH2:19][N:18]([C:21]([C:23]2[S:24][CH:25]=[CH:26][CH:27]=2)=[O:22])[CH2:17][CH2:16]1.Cl.Cl[CH2:30][CH2:31][N:32]1[CH2:36][CH2:35][CH2:34][CH2:33]1.C(=O)([O-])[O-].[K+].[K+]. The catalyst is CN(C=O)C. The product is [CH3:1][C:2]1[CH:3]=[C:4]2[C:9](=[CH:10][CH:11]=1)[N:8]([CH2:30][CH2:31][N:32]1[CH2:36][CH2:35][CH2:34][CH2:33]1)[C:7](=[O:12])[C:6]([C:13]#[N:14])=[C:5]2[N:15]1[CH2:16][CH2:17][N:18]([C:21]([C:23]2[S:24][CH:25]=[CH:26][CH:27]=2)=[O:22])[CH2:19][CH2:20]1. The yield is 0.190. (2) The reactants are Br[C:2]1[CH:10]=[CH:9][CH:8]=[C:7]2[C:3]=1[CH:4]=[N:5][N:6]2[C:11]1[C:20]2[C:15](=[CH:16][C:17]([O:23][CH3:24])=[C:18]([O:21][CH3:22])[CH:19]=2)[N:14]=[N:13][CH:12]=1.[NH:25]1[CH2:30][CH2:29][O:28][CH2:27][CH2:26]1.O1CCCC1.CC(C)([O-])C.[Na+]. The catalyst is CO.ClCCl.C1C=CC(/C=C/C(/C=C/C2C=CC=CC=2)=O)=CC=1.C1C=CC(/C=C/C(/C=C/C2C=CC=CC=2)=O)=CC=1.C1C=CC(/C=C/C(/C=C/C2C=CC=CC=2)=O)=CC=1.[Pd].[Pd]. The product is [CH3:22][O:21][C:18]1[CH:19]=[C:20]2[C:15](=[CH:16][C:17]=1[O:23][CH3:24])[N:14]=[N:13][CH:12]=[C:11]2[N:6]1[C:7]2[C:3](=[C:2]([N:25]3[CH2:30][CH2:29][O:28][CH2:27][CH2:26]3)[CH:10]=[CH:9][CH:8]=2)[CH:4]=[N:5]1. The yield is 0.590. (3) The reactants are [C:1]1([O:7][CH3:8])[CH:6]=[CH:5][CH:4]=[CH:3][CH:2]=1.[C:9](O)(=O)C.Br[N:14]1[C:18](=O)[CH2:17][CH2:16][C:15]1=O. The catalyst is C(Cl)(Cl)Cl. The product is [CH:5]1[C:6]2[NH:14][C:15]3[C:8](=[CH:9][CH:18]=[CH:17][CH:16]=3)[O:7][C:1]=2[CH:2]=[CH:3][CH:4]=1. The yield is 0.850. (4) The reactants are Cl[C:2]1[N:7]=[C:6]([C:8]#[N:9])[C:5]([C:10]([F:13])([F:12])[F:11])=[CH:4][C:3]=1[CH3:14].N. The catalyst is CO.[Ni]. The product is [CH3:14][C:3]1[CH:4]=[C:5]([C:10]([F:13])([F:11])[F:12])[C:6]([CH2:8][NH2:9])=[N:7][CH:2]=1. The yield is 0.440. (5) The reactants are [CH2:1]([C:3]([CH:5]=[CH2:6])=[O:4])[CH3:2].[CH3:7][O:8][C:9]1[CH:10]=[C:11]([CH:15]2[C:20](=[O:21])[CH2:19][CH2:18][CH2:17][C:16]2=[O:22])[CH:12]=[CH:13][CH:14]=1.C(N(CC)CC)C. The catalyst is C(#N)C. The product is [CH3:7][O:8][C:9]1[CH:10]=[C:11]([C:15]2([CH2:2][CH2:1][C:3](=[O:4])[CH2:5][CH3:6])[C:20](=[O:21])[CH2:19][CH2:18][CH2:17][C:16]2=[O:22])[CH:12]=[CH:13][CH:14]=1. The yield is 0.840. (6) The reactants are C(O[C:6](=O)[NH:7][CH2:8][CH2:9][O:10][C:11]1[CH:16]=[CH:15][CH:14]=[CH:13][C:12]=1[O:17][CH:18]([CH3:20])[CH3:19])(C)(C)C.C(O[C:26]1[CH:31]=[CH:30][CH:29]=[CH:28][C:27]=1O)(C)C.[CH:33]1C=[CH:37][C:36](P([C:35]2[CH:36]=[CH:37]C=[CH:33][CH:34]=2)[C:35]2[CH:36]=[CH:37]C=[CH:33][CH:34]=2)=[CH:35][CH:34]=1.C([O:56][C:57](=O)[NH:58]CCO)(C)(C)C.N(C(OC(C)(C)C)=O)=NC(OC(C)(C)C)=O. The catalyst is C1COCC1. The product is [CH:18]([O:17][C:12]1[CH:13]=[CH:14][CH:15]=[CH:16][C:11]=1[O:10][CH2:9][CH2:8][NH:7][CH2:6][C:31]1[CH:26]=[C:27]([C:57]([N:58]2[CH2:37][CH2:36][CH2:35][CH2:34][CH2:33]2)=[O:56])[CH:28]=[CH:29][CH:30]=1)([CH3:19])[CH3:20]. The yield is 0.780. (7) The reactants are [Br:1][C:2]1[CH:11]=[N:10][C:9]2[C:8](Cl)=[N:7][C:6]([Cl:13])=[N:5][C:4]=2[CH:3]=1.[NH:14]1[CH2:19][CH2:18][O:17][CH2:16][CH2:15]1. The catalyst is C(Cl)Cl. The product is [Br:1][C:2]1[CH:11]=[N:10][C:9]2[C:8]([N:14]3[CH2:19][CH2:18][O:17][CH2:16][CH2:15]3)=[N:7][C:6]([Cl:13])=[N:5][C:4]=2[CH:3]=1. The yield is 0.260. (8) The reactants are [Br:1][C:2]1[CH:7]=[C:6](F)[CH:5]=[CH:4][C:3]=1[N+:9]([O-:11])=[O:10].C([O-])([O-])=O.[K+].[K+].Cl.[CH:19]12[NH:25][CH:22]([CH2:23][CH2:24]1)[CH2:21][CH2:20]2. The catalyst is CS(C)=O.O. The product is [Br:1][C:2]1[CH:7]=[C:6]([N:25]2[CH:19]3[CH2:24][CH2:23][CH:22]2[CH2:21][CH2:20]3)[CH:5]=[CH:4][C:3]=1[N+:9]([O-:11])=[O:10]. The yield is 0.780. (9) The reactants are [Br:1][C:2]1[CH:3]=C([CH:7]=[C:8]([O:10][CH2:11][CH3:12])[CH:9]=1)C#N.[OH-:13].[Na+].[CH2:15]([OH:17])[CH3:16]. The catalyst is O. The product is [Br:1][C:2]1[CH:3]=[C:16]([CH:7]=[C:8]([O:10][CH2:11][CH3:12])[CH:9]=1)[C:15]([OH:13])=[O:17]. The yield is 1.00. (10) The reactants are Cl.[CH2:2]([O:4][C:5](=[O:9])[CH2:6][CH2:7][NH2:8])[CH3:3].CCN(CC)CC.[CH3:17][C:18]1[CH2:23][CH2:22][CH2:21][C:20]([CH3:25])([CH3:24])[C:19]=1/[CH:26]=[CH:27]/[C:28](/[CH3:38])=[CH:29]/[CH:30]=[CH:31]/[C:32](/[CH3:37])=[CH:33]/[C:34](Cl)=[O:35].O. The catalyst is C1(C)C=CC=CC=1. The product is [CH2:2]([O:4][C:5](=[O:9])[CH2:6][CH2:7][NH:8][C:34](=[O:35])[CH:33]=[C:32]([CH3:37])[CH:31]=[CH:30][CH:29]=[C:28]([CH3:38])[CH:27]=[CH:26][C:19]1[C:20]([CH3:24])([CH3:25])[CH2:21][CH2:22][CH2:23][C:18]=1[CH3:17])[CH3:3]. The yield is 0.710.